This data is from Catalyst prediction with 721,799 reactions and 888 catalyst types from USPTO. The task is: Predict which catalyst facilitates the given reaction. (1) Reactant: [F:1][C:2]([F:27])([F:26])[C@@:3]([CH2:17]SC1C=CC(C)=CC=1)([OH:16])[CH2:4][C:5]([C:8]1[CH:13]=[C:12]([F:14])[CH:11]=[CH:10][C:9]=1[CH3:15])([CH3:7])[CH3:6].F[B-](F)(F)F.C[O+](C)C.C(=O)([O-])[O-].[K+].[K+].C(=O)(O)[O-].[Na+]. Product: [F:14][C:12]1[CH:11]=[CH:10][C:9]([CH3:15])=[C:8]([C:5]([CH3:7])([CH3:6])[CH2:4][C@:3]2([C:2]([F:27])([F:26])[F:1])[CH2:17][O:16]2)[CH:13]=1. The catalyst class is: 46. (2) Reactant: [CH3:1][N:2]([CH2:4][CH2:5][CH2:6][CH2:7][CH2:8][CH2:9][CH2:10][CH2:11][CH2:12][CH2:13][CH3:14])[CH3:3].[ClH:15]. Product: [ClH:15].[CH3:3][NH+:2]([CH2:4][CH2:5][CH2:6][CH2:7][CH2:8][CH2:9][CH2:10][CH2:11][CH2:12][CH2:13][CH3:14])[CH3:1]. The catalyst class is: 6. (3) Reactant: [CH:1]([N:4]1[CH2:9][CH2:8][N:7]([C:10]([C@H:12]2[CH2:17][CH2:16][C@H:15]([NH:18][S:19]([C:22]3[CH:27]=[CH:26][CH:25]=[CH:24][C:23]=3[CH3:28])(=[O:21])=[O:20])[CH2:14][CH2:13]2)=[O:11])[CH2:6][CH2:5]1)([CH3:3])[CH3:2].[C:29](C=P(CCCC)(CCCC)CCCC)#N.CO. Product: [CH:1]([N:4]1[CH2:5][CH2:6][N:7]([C:10]([C@H:12]2[CH2:17][CH2:16][C@H:15]([N:18]([CH3:29])[S:19]([C:22]3[CH:27]=[CH:26][CH:25]=[CH:24][C:23]=3[CH3:28])(=[O:21])=[O:20])[CH2:14][CH2:13]2)=[O:11])[CH2:8][CH2:9]1)([CH3:3])[CH3:2]. The catalyst class is: 11. (4) Reactant: [F:1][C:2]1[CH:7]=[CH:6][C:5]([C:8]2[O:9][C:10]3[CH:20]=[C:19]([N:21]([CH3:26])[S:22]([CH3:25])(=[O:24])=[O:23])[C:18]([CH:27](O)[CH2:28][N:29]([CH2:37][CH2:38][OH:39])C(=O)OC(C)(C)C)=[CH:17][C:11]=3[C:12]=2[C:13](=[O:16])[NH:14][CH3:15])=[CH:4][CH:3]=1. Product: [F:1][C:2]1[CH:7]=[CH:6][C:5]([C:8]2[O:9][C:10]3[CH:20]=[C:19]([N:21]([CH3:26])[S:22]([CH3:25])(=[O:23])=[O:24])[C:18]([CH:27]4[O:39][CH2:38][CH2:37][NH:29][CH2:28]4)=[CH:17][C:11]=3[C:12]=2[C:13]([NH:14][CH3:15])=[O:16])=[CH:4][CH:3]=1. The catalyst class is: 82. (5) Reactant: Cl.Cl.Cl.[NH2:4][C@H:5]1[CH2:10][CH2:9][C@H:8]([CH2:11][CH2:12][N:13]2[CH2:18][CH2:17][N:16]([C:19]3[C:24]([Cl:25])=[C:23]([Cl:26])[N:22]=[C:21]([NH:27][CH3:28])[N:20]=3)[CH2:15][CH2:14]2)[CH2:7][CH2:6]1.C(N(CC)CC)C.[O-:36][C:37]#[N:38].[K+]. Product: [Cl:25][C:24]1[C:19]([N:16]2[CH2:15][CH2:14][N:13]([CH2:12][CH2:11][C@H:8]3[CH2:9][CH2:10][C@H:5]([NH:4][C:37]([NH2:38])=[O:36])[CH2:6][CH2:7]3)[CH2:18][CH2:17]2)=[N:20][C:21]([NH:27][CH3:28])=[N:22][C:23]=1[Cl:26]. The catalyst class is: 5. (6) Reactant: C1(N)C(F)=C(F)C(F)=C(N)C=1F.Cl.Cl.Cl.Cl.[P:17]([OH:61])([OH:60])([O:19][CH2:20][CH2:21][N:22]([CH2:26][CH2:27][CH2:28][O:29][C:30]1[CH:39]=[C:38]2[C:33]([C:34]([NH:40][C:41]3[CH:45]=[C:44]([CH2:46][C:47]([NH:49][C:50]4[CH:55]=[CH:54][CH:53]=[C:52]([F:56])[C:51]=4[F:57])=[O:48])[NH:43][N:42]=3)=[N:35][CH:36]=[N:37]2)=[CH:32][C:31]=1[O:58][CH3:59])[CH2:23][CH2:24][CH3:25])=[O:18].C1CC2OC2CC1. Product: [P:17]([OH:61])([OH:60])([O:19][CH2:20][CH2:21][N:22]([CH2:26][CH2:27][CH2:28][O:29][C:30]1[CH:39]=[C:38]2[C:33]([C:34]([NH:40][C:41]3[CH:45]=[C:44]([CH2:46][C:47]([NH:49][C:50]4[CH:55]=[CH:54][CH:53]=[C:52]([F:56])[C:51]=4[F:57])=[O:48])[NH:43][N:42]=3)=[N:35][CH:36]=[N:37]2)=[CH:32][C:31]=1[O:58][CH3:59])[CH2:23][CH2:24][CH3:25])=[O:18]. The catalyst class is: 5. (7) Reactant: [CH:1]1([CH2:4][N:5]2[CH:14]([CH3:15])[CH2:13][C:12]3[C:7](=[CH:8][CH:9]=[CH:10][C:11]=3[N+:16]([O-])=O)[CH2:6]2)[CH2:3][CH2:2]1. Product: [CH:1]1([CH2:4][N:5]2[CH:14]([CH3:15])[CH2:13][C:12]3[C:11]([NH2:16])=[CH:10][CH:9]=[CH:8][C:7]=3[CH2:6]2)[CH2:2][CH2:3]1. The catalyst class is: 19.